Dataset: Reaction yield outcomes from USPTO patents with 853,638 reactions. Task: Predict the reaction yield, written as a fraction of the theoretical maximum amount of product (1.0 means a 100% yield; for example, 0.34 means a 34% yield). (1) The reactants are [NH2:1][C:2]1[CH:22]=[CH:21][C:5]([O:6][C:7]2[C:16]3[C:11](=[CH:12][C:13]([O:17][CH2:18][CH2:19][OH:20])=[CH:14][CH:15]=3)[N:10]=[CH:9][CH:8]=2)=[CH:4][CH:3]=1.[CH3:23][N:24]1[C:28]([CH3:29])=[C:27]([C:30](O)=[O:31])[C:26](=[O:33])[N:25]1[C:34]1[CH:39]=[CH:38][CH:37]=[CH:36][CH:35]=1.C1C=NC2N(O)N=NC=2C=1.CCN=C=NCCCN(C)C. The catalyst is C(Cl)Cl.O. The product is [OH:20][CH2:19][CH2:18][O:17][C:13]1[CH:12]=[C:11]2[C:16]([C:7]([O:6][C:5]3[CH:4]=[CH:3][C:2]([NH:1][C:30]([C:27]4[C:26](=[O:33])[N:25]([C:34]5[CH:35]=[CH:36][CH:37]=[CH:38][CH:39]=5)[N:24]([CH3:23])[C:28]=4[CH3:29])=[O:31])=[CH:22][CH:21]=3)=[CH:8][CH:9]=[N:10]2)=[CH:15][CH:14]=1. The yield is 0.747. (2) The reactants are [O:1]1[C:5]2[CH:6]=[CH:7][CH:8]=[CH:9][C:4]=2[CH:3]=[C:2]1[C:10]([OH:12])=[O:11].[C:13]([O:17][C:18](=[O:40])[CH:19]([NH:23][S:24]([C:27]1[CH:32]=[CH:31][C:30]([C:33]2[CH:38]=[CH:37][C:36](O)=[CH:35][CH:34]=2)=[CH:29][CH:28]=1)(=[O:26])=[O:25])[CH:20]([CH3:22])[CH3:21])([CH3:16])([CH3:15])[CH3:14]. The catalyst is ClCCl.CN(C)C1C=CN=CC=1. The product is [C:13]([O:17][C:18]([CH:19]([NH:23][S:24]([C:27]1[CH:28]=[CH:29][C:30]([C:33]2[CH:38]=[CH:37][C:36]([O:11][C:10]([C:2]3[O:1][C:5]4[CH:6]=[CH:7][CH:8]=[CH:9][C:4]=4[CH:3]=3)=[O:12])=[CH:35][CH:34]=2)=[CH:31][CH:32]=1)(=[O:25])=[O:26])[CH:20]([CH3:22])[CH3:21])=[O:40])([CH3:15])([CH3:16])[CH3:14]. The yield is 0.310. (3) The reactants are S([O-])(O)(=O)=O.[CH3:6][N+:7]1[CH:11]=[CH:10][N:9]([CH2:12][CH3:13])[CH:8]=1.[C:14]([OH:17])(=[O:16])[CH3:15]. No catalyst specified. The product is [C:14]([O-:17])(=[O:16])[CH3:15].[CH3:6][N+:7]1[CH:11]=[CH:10][N:9]([CH2:12][CH3:13])[CH:8]=1. The yield is 0.920. (4) The reactants are C(OC(=O)[NH:7][CH:8]([C:15](=[O:38])[NH:16][C:17]1[C:18]([C:22]2[N:26]([CH3:27])[C:25]3[CH:28]=[CH:29][C:30]([N:32]4[CH2:37][CH2:36][O:35][CH2:34][CH2:33]4)=[CH:31][C:24]=3[N:23]=2)=[N:19][NH:20][CH:21]=1)[C:9]1[CH:14]=[CH:13][CH:12]=[CH:11][CH:10]=1)(C)(C)C.CO. The catalyst is Cl.O1CCOCC1. The product is [NH2:7][CH:8]([C:9]1[CH:14]=[CH:13][CH:12]=[CH:11][CH:10]=1)[C:15]([NH:16][C:17]1[C:18]([C:22]2[N:26]([CH3:27])[C:25]3[CH:28]=[CH:29][C:30]([N:32]4[CH2:37][CH2:36][O:35][CH2:34][CH2:33]4)=[CH:31][C:24]=3[N:23]=2)=[N:19][NH:20][CH:21]=1)=[O:38]. The yield is 0.830.